Dataset: Forward reaction prediction with 1.9M reactions from USPTO patents (1976-2016). Task: Predict the product of the given reaction. (1) Given the reactants Cl.Cl.[F:3][C:4]([F:25])([F:24])[C:5]([C:11]1[CH:12]=[N:13][C:14]([N:17]2[CH2:22][CH2:21][NH:20][CH2:19][C@@H:18]2[CH3:23])=[N:15][CH:16]=1)([OH:10])[C:6]([F:9])([F:8])[F:7].C(N(CC)CC)C.[N+:33]([C:36]1[CH:41]=[CH:40][CH:39]=[CH:38][C:37]=1[S:42](Cl)(=[O:44])=[O:43])([O-:35])=[O:34].C(=O)(O)[O-].[Na+], predict the reaction product. The product is: [F:25][C:4]([F:3])([F:24])[C:5]([C:11]1[CH:12]=[N:13][C:14]([N:17]2[CH2:22][CH2:21][N:20]([S:42]([C:37]3[CH:38]=[CH:39][CH:40]=[CH:41][C:36]=3[N+:33]([O-:35])=[O:34])(=[O:43])=[O:44])[CH2:19][C@@H:18]2[CH3:23])=[N:15][CH:16]=1)([OH:10])[C:6]([F:9])([F:8])[F:7]. (2) Given the reactants [OH:1][C:2]1[C:6]2[CH:7]=[C:8]([C:11]([O:13][CH3:14])=[O:12])[CH:9]=[CH:10][C:5]=2[O:4][N:3]=1.[CH2:15](O)[C:16]1[CH:21]=[CH:20][CH:19]=[CH:18][CH:17]=1.C1(P(C2C=CC=CC=2)C2C=CC=CC=2)C=CC=CC=1.N(C(OCC)=O)=NC(OCC)=O, predict the reaction product. The product is: [CH2:15]([O:1][C:2]1[C:6]2[CH:7]=[C:8]([C:11]([O:13][CH3:14])=[O:12])[CH:9]=[CH:10][C:5]=2[O:4][N:3]=1)[C:16]1[CH:21]=[CH:20][CH:19]=[CH:18][CH:17]=1. (3) Given the reactants C([O:4][C@@H:5]1[O:22][C@H:21]([CH2:23][O:24][C:25](=[O:27])[CH3:26])[C@H:16]([O:17][C:18](=[O:20])[CH3:19])[C@H:11]([O:12][C:13](=[O:15])[CH3:14])[C@H:6]1[O:7][C:8](=[O:10])[CH3:9])(=O)C.[BrH:28], predict the reaction product. The product is: [Br:28][C:5]1([O:22][C@H:21]([CH2:23][O:24][C:25](=[O:27])[CH3:26])[C@H:16]([O:17][C:18](=[O:20])[CH3:19])[C@H:11]([O:12][C:13](=[O:15])[CH3:14])[C@H:6]1[O:7][C:8](=[O:10])[CH3:9])[OH:4]. (4) Given the reactants [F:1][C:2]1[C:8]([C:9]([F:12])([F:11])[F:10])=[CH:7][CH:6]=[CH:5][C:3]=1[NH2:4].Br[CH2:14][CH:15]([OH:19])[CH2:16][CH2:17]Br.C(=O)([O-])[O-].[Na+].[Na+], predict the reaction product. The product is: [F:1][C:2]1[C:8]([C:9]([F:10])([F:11])[F:12])=[CH:7][CH:6]=[CH:5][C:3]=1[N:4]1[CH2:17][CH2:16][CH:15]([OH:19])[CH2:14]1. (5) Given the reactants [CH3:1][O:2][C:3]1[CH:8]=[CH:7][CH:6]=[CH:5][C:4]=1[C:9]1[N:14]=[CH:13][N:12]=[C:11]([NH:15][C:16]2[CH:17]=[C:18](CS(N)(=O)=O)[CH:19]=[CH:20][CH:21]=2)[N:10]=1.ClC1N=CN=C(NC2C=CC=C([N+:41]([O-:43])=[O:42])C=2)N=1.COC1C=CC=CC=1B(O)O, predict the reaction product. The product is: [CH3:1][O:2][C:3]1[CH:8]=[CH:7][CH:6]=[CH:5][C:4]=1[C:9]1[N:14]=[CH:13][N:12]=[C:11]([NH:15][C:16]2[CH:21]=[CH:20][CH:19]=[C:18]([N+:41]([O-:43])=[O:42])[CH:17]=2)[N:10]=1.